Dataset: Full USPTO retrosynthesis dataset with 1.9M reactions from patents (1976-2016). Task: Predict the reactants needed to synthesize the given product. (1) Given the product [ClH:38].[F:1][C:2]1[CH:3]=[CH:4][C:5]([CH2:8][O:9][C:10]2[CH:15]=[CH:14][N:13]([C:16]3[CH:17]=[CH:18][C:19]4[S:35][C:22]5[CH2:23][NH:24][CH2:25][CH2:26][CH2:27][C:21]=5[C:20]=4[CH:36]=3)[C:12](=[O:37])[CH:11]=2)=[N:6][CH:7]=1, predict the reactants needed to synthesize it. The reactants are: [F:1][C:2]1[CH:3]=[CH:4][C:5]([CH2:8][O:9][C:10]2[CH:15]=[CH:14][N:13]([C:16]3[CH:17]=[CH:18][C:19]4[S:35][C:22]5[CH2:23][N:24](C(OC(C)(C)C)=O)[CH2:25][CH2:26][CH2:27][C:21]=5[C:20]=4[CH:36]=3)[C:12](=[O:37])[CH:11]=2)=[N:6][CH:7]=1.[ClH:38]. (2) Given the product [O:15]=[C:13]1[NH:12][C:8]2=[N:9][CH:10]=[CH:11][C:6]([O:5][C:4]3[CH:3]=[C:2]([NH:1][C:24](=[S:25])[C:23]4[CH:27]=[CH:28][CH:29]=[C:21]([C:20]([F:19])([F:30])[F:31])[CH:22]=4)[CH:18]=[CH:17][CH:16]=3)=[C:7]2[NH:14]1, predict the reactants needed to synthesize it. The reactants are: [NH2:1][C:2]1[CH:3]=[C:4]([CH:16]=[CH:17][CH:18]=1)[O:5][C:6]1[CH:11]=[CH:10][N:9]=[C:8]2[NH:12][C:13](=[O:15])[NH:14][C:7]=12.[F:19][C:20]([F:31])([F:30])[C:21]1[CH:22]=[C:23]([CH:27]=[CH:28][CH:29]=1)[C:24](Cl)=[S:25]. (3) Given the product [C:1]([C:4]1[C:22](=[O:23])[C@@:8]2([CH3:24])[C:9]3[C:15]([OH:16])=[CH:14][C:13]([O:17][CH3:18])=[C:12]([C:19]([NH:21][CH2:41][C:34]4[C:35]5[C:40](=[CH:39][CH:38]=[CH:37][CH:36]=5)[C:31]([O:30][CH2:29][C:28]5[CH:43]=[CH:44][C:45]([F:47])=[CH:46][C:27]=5[F:26])=[CH:32][CH:33]=4)=[O:20])[C:10]=3[O:11][C:7]2=[CH:6][C:5]=1[OH:25])(=[O:3])[CH3:2], predict the reactants needed to synthesize it. The reactants are: [C:1]([C:4]1[C:22](=[O:23])[C@@:8]2([CH3:24])[C:9]3[C:15]([OH:16])=[CH:14][C:13]([O:17][CH3:18])=[C:12]([C:19]([NH2:21])=[O:20])[C:10]=3[O:11][C:7]2=[CH:6][C:5]=1[OH:25])(=[O:3])[CH3:2].[F:26][C:27]1[CH:46]=[C:45]([F:47])[CH:44]=[CH:43][C:28]=1[CH2:29][O:30][C:31]1[C:40]2[C:35](=[CH:36][CH:37]=[CH:38][CH:39]=2)[C:34]([CH:41]=O)=[CH:33][CH:32]=1.C([SiH](CC)CC)C.FC(F)(F)C(O)=O. (4) Given the product [NH2:1][C:2]1[C:10]2[C:9]([C:11]3[CH:16]=[CH:15][C:14]([Cl:17])=[C:13]([Cl:18])[CH:12]=3)=[N:8][C:7]([NH:25][CH2:26][CH2:27][NH:28][CH3:29])=[N:6][C:5]=2[S:4][C:3]=1[C:22]([NH2:24])=[O:23], predict the reactants needed to synthesize it. The reactants are: [NH2:1][C:2]1[C:10]2[C:9]([C:11]3[CH:16]=[CH:15][C:14]([Cl:17])=[C:13]([Cl:18])[CH:12]=3)=[N:8][C:7](S(C)=O)=[N:6][C:5]=2[S:4][C:3]=1[C:22]([NH2:24])=[O:23].[NH2:25][CH2:26][CH2:27][N:28](C)[C:29](OC(C)(C)C)=O.Cl. (5) The reactants are: Br[C:2]1[CH:3]=[C:4]([OH:11])[C:5]2[N:6]([N:8]=[CH:9][CH:10]=2)[CH:7]=1.Br.Br[CH2:14][C:15]1[CH:16]=[N:17][CH:18]=[CH:19][CH:20]=1.[H-].[Na+]. Given the product [CH3:7][N:6]1[CH:5]=[C:10]([C:2]2[CH:3]=[C:4]([O:11][CH2:14][C:15]3[CH:16]=[N:17][CH:18]=[CH:19][CH:20]=3)[C:5]3[N:6]([N:8]=[CH:9][CH:10]=3)[CH:7]=2)[CH:9]=[N:8]1, predict the reactants needed to synthesize it.